This data is from Forward reaction prediction with 1.9M reactions from USPTO patents (1976-2016). The task is: Predict the product of the given reaction. Given the reactants [O:1]=[C:2]1[NH:8][CH2:7][CH2:6][CH2:5][N:4]2[C:9]3[N:15]=[C:14]([C:16]([OH:18])=O)[CH:13]=[CH:12][C:10]=3[CH:11]=[C:3]12.CN(C([O:26][N:27]1N=N[C:29]2[CH:30]=[CH:31]C=[N:33][C:28]1=2)=[N+](C)C)C.F[P-](F)(F)(F)(F)F.CCN(P1(N(C)CCCN1)=NC(C)(C)C)CC.CC1ON=C(N)C=1, predict the reaction product. The product is: [CH3:31][C:30]1[O:26][N:27]=[C:28]([NH:33][C:16]([C:14]2[CH:13]=[CH:12][C:10]3[CH:11]=[C:3]4[C:2](=[O:1])[NH:8][CH2:7][CH2:6][CH2:5][N:4]4[C:9]=3[N:15]=2)=[O:18])[CH:29]=1.